This data is from HIV replication inhibition screening data with 41,000+ compounds from the AIDS Antiviral Screen. The task is: Binary Classification. Given a drug SMILES string, predict its activity (active/inactive) in a high-throughput screening assay against a specified biological target. (1) The molecule is N#CC(NC12CC3CC(CC(C3)C1)C2)c1ccccc1. The result is 0 (inactive). (2) The molecule is Cc1cc(N(CCC#N)CCC#N)ccc1C(N=Nc1ccc(Cl)cc1)=NNC(=O)c1cc(Cl)ccc1O. The result is 0 (inactive). (3) The molecule is COC(=O)NN=C(CCC(=O)Nc1ccc(C)c(C)c1)CC(=O)C(C)(C)C. The result is 0 (inactive). (4) The molecule is O=S1(=O)C(c2cccc(F)c2)=C(O)c2cc3ccccc3nc21. The result is 0 (inactive). (5) The compound is O=C1C(c2ccccc2)=C(O)c2cccc3cccc1c23. The result is 0 (inactive). (6) The drug is CC1N=C(SCc2ccc(Cl)cc2)N2C(C)N=C(SCc3ccc(Cl)cc3)N12. The result is 0 (inactive). (7) The compound is OC(Cc1ccc2ccccc2n1)(C(F)(F)F)C(F)(F)F. The result is 0 (inactive). (8) The drug is Nc1nccc2c1ncn2C1OC(CO)C(O)C1O. The result is 0 (inactive). (9) The drug is C[C-]1[N+](=O)C(C)(C)N(O)C1(C)C. The result is 0 (inactive). (10) The molecule is CC(C)(c1ccc(OC#N)cc1)c1ccc(OC#N)cc1. The result is 0 (inactive).